This data is from Catalyst prediction with 721,799 reactions and 888 catalyst types from USPTO. The task is: Predict which catalyst facilitates the given reaction. (1) Reactant: [Br:1][C:2]1[CH:3]=[CH:4][CH:5]=[C:6]2[C:11]=1[N:10]=[C:9](Cl)[N:8]([CH2:13][C:14]([F:17])([F:16])[F:15])[C:7]2=[O:18].[C:19]([NH2:23])([CH3:22])([CH3:21])[CH3:20]. The catalyst class is: 37. Product: [Br:1][C:2]1[CH:3]=[CH:4][CH:5]=[C:6]2[C:11]=1[N:10]=[C:9]([NH:23][C:19]([CH3:22])([CH3:21])[CH3:20])[N:8]([CH2:13][C:14]([F:17])([F:16])[F:15])[C:7]2=[O:18]. (2) Reactant: Cl.[CH3:2][O:3][C:4](=[O:21])[CH:5]([NH2:20])[C:6]([C:8]1[CH:13]=[CH:12][C:11]([C:14]2[CH:19]=[CH:18][CH:17]=[CH:16][CH:15]=2)=[CH:10][CH:9]=1)=[O:7].[F:22][C:23]([F:34])([F:33])[C:24]1[CH:32]=[CH:31][C:27]([C:28](Cl)=[O:29])=[CH:26][CH:25]=1. Product: [CH3:2][O:3][C:4](=[O:21])[CH:5]([NH:20][C:28](=[O:29])[C:27]1[CH:31]=[CH:32][C:24]([C:23]([F:22])([F:33])[F:34])=[CH:25][CH:26]=1)[C:6]([C:8]1[CH:13]=[CH:12][C:11]([C:14]2[CH:19]=[CH:18][CH:17]=[CH:16][CH:15]=2)=[CH:10][CH:9]=1)=[O:7]. The catalyst class is: 531. (3) Reactant: [CH3:1][Sn:2]([CH3:13])([CH3:12])[C:3]1[CH:4]=[C:5]([CH:9]=[CH:10][CH:11]=1)[C:6]([OH:8])=[O:7].C1(N=C=NC2CCCCC2)CCCCC1.O[N:30]1[C:34](=[O:35])[CH2:33][CH2:32][C:31]1=[O:36].C(OCC)(=O)C.CCCCCC. Product: [O:36]=[C:31]1[CH2:32][CH2:33][C:34](=[O:35])[N:30]1[O:7][C:6](=[O:8])[C:5]1[CH:9]=[CH:10][CH:11]=[C:3]([Sn:2]([CH3:13])([CH3:12])[CH3:1])[CH:4]=1. The catalyst class is: 4. (4) Reactant: [NH2:1][C:2]1[N:7]=[CH:6][N:5]=[C:4]2[N:8]([CH:12]3[CH2:17][CH2:16][N:15]([C:18]([O:20][C:21]([CH3:24])([CH3:23])[CH3:22])=[O:19])[CH2:14][CH2:13]3)[N:9]=[C:10](I)[C:3]=12.[CH3:25][O:26][C:27]1[CH:33]=[C:32](B2OC(C)(C)C(C)(C)O2)[CH:31]=[CH:30][C:28]=1[NH2:29].C(=O)([O-])[O-].[Na+].[Na+]. Product: [NH2:1][C:2]1[N:7]=[CH:6][N:5]=[C:4]2[N:8]([CH:12]3[CH2:17][CH2:16][N:15]([C:18]([O:20][C:21]([CH3:24])([CH3:23])[CH3:22])=[O:19])[CH2:14][CH2:13]3)[N:9]=[C:10]([C:32]3[CH:31]=[CH:30][C:28]([NH2:29])=[C:27]([O:26][CH3:25])[CH:33]=3)[C:3]=12. The catalyst class is: 108. (5) Reactant: [CH2:1]([NH:13][C:14]([C:16]1[CH:44]=[CH:43][C:19]([CH2:20][N:21]([CH2:29][CH:30]2[CH2:35][CH2:34][N:33](C(OC(C)(C)C)=O)[CH2:32][CH2:31]2)[C:22](=[O:28])[C:23]([O:25][CH2:26][CH3:27])=[O:24])=[CH:18][CH:17]=1)=[O:15])[CH2:2][CH2:3][CH2:4][CH2:5][CH2:6][CH2:7][CH2:8][CH2:9][CH2:10][CH2:11][CH3:12].[ClH:45]. Product: [ClH:45].[CH2:26]([O:25][C:23](=[O:24])[C:22]([N:21]([CH2:20][C:19]1[CH:18]=[CH:17][C:16]([C:14]([NH:13][CH2:1][CH2:2][CH2:3][CH2:4][CH2:5][CH2:6][CH2:7][CH2:8][CH2:9][CH2:10][CH2:11][CH3:12])=[O:15])=[CH:44][CH:43]=1)[CH2:29][CH:30]1[CH2:31][CH2:32][NH:33][CH2:34][CH2:35]1)=[O:28])[CH3:27]. The catalyst class is: 135. (6) Reactant: [OH:1][C:2]1[C:7]([N+:8]([O-:10])=[O:9])=[CH:6][CH:5]=[CH:4][C:3]=1[S:11](Cl)(=[O:13])=[O:12].C([N:17]([CH:21]([CH3:23])C)[CH:18]([CH3:20])C)C.N1CCCC1.Cl. Product: [N+:8]([C:7]1[CH:6]=[CH:5][CH:4]=[C:3]([S:11]([N:17]2[CH2:18][CH2:20][CH2:23][CH2:21]2)(=[O:13])=[O:12])[C:2]=1[OH:1])([O-:10])=[O:9]. The catalyst class is: 2. (7) Reactant: C(N(C(C)C)CC)(C)C.[NH2:10][C:11]1[CH:24]=[C:23]([Cl:25])[CH:22]=[CH:21][C:12]=1[O:13][CH:14]1[CH2:19][CH2:18][CH:17]([OH:20])[CH2:16][CH2:15]1.[N:26]1[N:30]2[CH:31]=[N:32][CH:33]=[CH:34][C:29]2=[C:28]([C:35]([OH:37])=O)[CH:27]=1.CN(C(ON1N=NC2C=CC=CC1=2)=[N+](C)C)C.F[P-](F)(F)(F)(F)F. Product: [Cl:25][C:23]1[CH:22]=[CH:21][C:12]([O:13][CH:14]2[CH2:19][CH2:18][CH:17]([OH:20])[CH2:16][CH2:15]2)=[C:11]([NH:10][C:35]([C:28]2[CH:27]=[N:26][N:30]3[CH:29]=[CH:34][CH:33]=[N:32][C:31]=23)=[O:37])[CH:24]=1. The catalyst class is: 10. (8) Reactant: [CH3:1][C:2]1[CH:3]=[C:4]([OH:9])[CH:5]=[CH:6][C:7]=1[CH3:8].[I:10]I.S([O-])([O-])=O.[Na+].[Na+]. Product: [I:10][C:5]1[CH:6]=[C:7]([CH3:8])[C:2]([CH3:1])=[CH:3][C:4]=1[OH:9]. The catalyst class is: 24. (9) Reactant: C([N:8]1[CH2:13][CH2:12][O:11][CH2:10][C@@H:9]1[CH2:14][O:15][Si:16]([C:19]([CH3:22])([CH3:21])[CH3:20])([CH3:18])[CH3:17])C1C=CC=CC=1.[H][H]. Product: [Si:16]([O:15][CH2:14][C@H:9]1[CH2:10][O:11][CH2:12][CH2:13][NH:8]1)([C:19]([CH3:22])([CH3:20])[CH3:21])([CH3:18])[CH3:17]. The catalyst class is: 350. (10) Reactant: C[O:2][C:3]([C:5]1[CH:13]=[C:12]2[C:8]([CH:9]=[CH:10][NH:11]2)=[CH:7][CH:6]=1)=O.[H-].[Al+3].[Li+].[H-].[H-].[H-]. Product: [OH:2][CH2:3][C:5]1[CH:13]=[C:12]2[C:8]([CH:9]=[CH:10][NH:11]2)=[CH:7][CH:6]=1. The catalyst class is: 7.